Dataset: Reaction yield outcomes from USPTO patents with 853,638 reactions. Task: Predict the reaction yield, written as a fraction of the theoretical maximum amount of product (1.0 means a 100% yield; for example, 0.34 means a 34% yield). The reactants are [N:1]1[CH:6]=[CH:5][CH:4]=[CH:3][C:2]=1[C:7]([OH:9])=O.[C:10]([O:14][C:15]([N:17]1[CH2:22][CH2:21][CH2:20][C@H:19]([C:23](=[NH:26])[NH:24]O)[CH2:18]1)=[O:16])([CH3:13])([CH3:12])[CH3:11]. No catalyst specified. The product is [C:10]([O:14][C:15]([N:17]1[CH2:22][CH2:21][CH2:20][C@H:19]([C:23]2[N:26]=[C:7]([C:2]3[CH:3]=[CH:4][CH:5]=[CH:6][N:1]=3)[O:9][N:24]=2)[CH2:18]1)=[O:16])([CH3:13])([CH3:11])[CH3:12]. The yield is 0.540.